From a dataset of Forward reaction prediction with 1.9M reactions from USPTO patents (1976-2016). Predict the product of the given reaction. Given the reactants C(OC(=O)[NH:7][C:8]1[C:13]([NH:14][C:15](=[O:31])[CH2:16][C:17](=O)[C:18]2[CH:23]=[CH:22][CH:21]=[C:20]([C:24]3[CH:29]=[CH:28][N:27]=[CH:26][CH:25]=3)[CH:19]=2)=[CH:12][C:11]([C:32]2[CH:37]=[CH:36][CH:35]=[CH:34][C:33]=2[F:38])=[C:10]([N:39]([CH3:41])[CH3:40])[CH:9]=1)(C)(C)C.C(O)(C(F)(F)F)=O, predict the reaction product. The product is: [CH3:40][N:39]([CH3:41])[C:10]1[C:11]([C:32]2[CH:37]=[CH:36][CH:35]=[CH:34][C:33]=2[F:38])=[CH:12][C:13]2[NH:14][C:15](=[O:31])[CH2:16][C:17]([C:18]3[CH:23]=[CH:22][CH:21]=[C:20]([C:24]4[CH:29]=[CH:28][N:27]=[CH:26][CH:25]=4)[CH:19]=3)=[N:7][C:8]=2[CH:9]=1.